This data is from Full USPTO retrosynthesis dataset with 1.9M reactions from patents (1976-2016). The task is: Predict the reactants needed to synthesize the given product. (1) Given the product [NH2:10][C:8]1[C:7]([NH:13][CH3:14])=[CH:6][C:3]([C:4]#[N:5])=[C:2]([F:1])[CH:9]=1, predict the reactants needed to synthesize it. The reactants are: [F:1][C:2]1[CH:9]=[C:8]([N+:10]([O-])=O)[C:7]([NH:13][CH3:14])=[CH:6][C:3]=1[C:4]#[N:5]. (2) Given the product [F:1][C:2]1[CH:3]=[C:4]2[C:8](=[CH:9][CH:10]=1)[C:7](=[O:11])[NH:17][CH2:6][CH2:5]2, predict the reactants needed to synthesize it. The reactants are: [F:1][C:2]1[CH:3]=[C:4]2[C:8](=[CH:9][CH:10]=1)[C:7](=[O:11])[CH2:6][CH2:5]2.CS(O)(=O)=O.[N-:17]=[N+]=[N-].[Na+]. (3) Given the product [CH:4]([C:6]1[CH:7]=[CH:8][C:9]([O:22][CH2:23][C:24]2[CH:29]=[CH:28][CH:27]=[CH:26][CH:25]=2)=[C:10]([CH:21]=1)[C:11]([OH:13])=[O:12])=[O:5], predict the reactants needed to synthesize it. The reactants are: [OH-].[Li+].O.[CH:4]([C:6]1[CH:7]=[CH:8][C:9]([O:22][CH2:23][C:24]2[CH:29]=[CH:28][CH:27]=[CH:26][CH:25]=2)=[C:10]([CH:21]=1)[C:11]([O:13]CC1C=CC=CC=1)=[O:12])=[O:5]. (4) The reactants are: [F:1][C:2]([F:10])([F:9])[C:3]([CH3:8])([CH3:7])[C:4]([NH2:6])=O.COC1C=CC(P2(SP(C3C=CC(OC)=CC=3)(=S)S2)=[S:20])=CC=1. Given the product [F:1][C:2]([F:10])([F:9])[C:3]([CH3:8])([CH3:7])[C:4]([NH2:6])=[S:20], predict the reactants needed to synthesize it. (5) Given the product [O:51]1[CH2:56][CH2:55][CH:54]([CH2:57][NH:58][C:14]([C:11]2[CH:10]=[C:9]([CH2:8][O:7][C:6]3[CH:17]=[CH:18][CH:19]=[C:4]([O:3][C:2]([F:1])([F:21])[F:20])[CH:5]=3)[O:13][N:12]=2)=[O:16])[CH2:53][CH2:52]1, predict the reactants needed to synthesize it. The reactants are: [F:1][C:2]([F:21])([F:20])[O:3][C:4]1[CH:5]=[C:6]([CH:17]=[CH:18][CH:19]=1)[O:7][CH2:8][C:9]1[O:13][N:12]=[C:11]([C:14]([OH:16])=O)[CH:10]=1.C(N(CC)CC)C.Cl.C(N=C=NCCCN(C)C)C.ON1C2C=CC=CC=2N=N1.[O:51]1[CH2:56][CH2:55][CH:54]([CH2:57][NH2:58])[CH2:53][CH2:52]1. (6) Given the product [CH3:10][N:6]1[C:5]2[CH:11]=[CH:12][C:2]([C:25]3[C:24]4[CH:36]=[CH:37][N:38]([S:39]([C:42]5[CH:47]=[CH:46][C:45]([CH3:48])=[CH:44][CH:43]=5)(=[O:41])=[O:40])[C:23]=4[C:22](=[O:49])[N:21]([CH3:20])[CH:26]=3)=[C:3]([S:13][C:14]3[CH:19]=[CH:18][CH:17]=[CH:16][CH:15]=3)[C:4]=2[NH:8][C:7]1=[O:9], predict the reactants needed to synthesize it. The reactants are: Br[C:2]1[CH:12]=[CH:11][C:5]2[N:6]([CH3:10])[C:7](=[O:9])[NH:8][C:4]=2[C:3]=1[S:13][C:14]1[CH:19]=[CH:18][CH:17]=[CH:16][CH:15]=1.[CH3:20][N:21]1[CH:26]=[C:25](B2OC(C)(C)C(C)(C)O2)[C:24]2[CH:36]=[CH:37][N:38]([S:39]([C:42]3[CH:47]=[CH:46][C:45]([CH3:48])=[CH:44][CH:43]=3)(=[O:41])=[O:40])[C:23]=2[C:22]1=[O:49]. (7) Given the product [CH2:2]([O:9][C:10]1[CH:15]=[CH:14][N:13]([C:16]2[CH:24]=[C:23]3[C:19]([C:20]4[CH2:29][CH2:28][N:27]([CH3:36])[CH:26]([CH3:30])[C:21]=4[N:22]3[CH3:25])=[CH:18][CH:17]=2)[C:12](=[O:31])[CH:11]=1)[C:3]1[CH:4]=[CH:5][CH:6]=[CH:7][CH:8]=1, predict the reactants needed to synthesize it. The reactants are: Cl.[CH2:2]([O:9][C:10]1[CH:15]=[CH:14][N:13]([C:16]2[CH:24]=[C:23]3[C:19]([C:20]4[CH2:29][CH2:28][NH:27][CH:26]([CH3:30])[C:21]=4[N:22]3[CH3:25])=[CH:18][CH:17]=2)[C:12](=[O:31])[CH:11]=1)[C:3]1[CH:8]=[CH:7][CH:6]=[CH:5][CH:4]=1.C=O.[BH-](OC(C)=O)(OC(C)=O)O[C:36](C)=O.[Na+].